Dataset: Forward reaction prediction with 1.9M reactions from USPTO patents (1976-2016). Task: Predict the product of the given reaction. (1) Given the reactants [F:1][C:2]1[CH:3]=[C:4]2[C:9](=[CH:10][CH:11]=1)[NH:8][C:7](=[O:12])[C:6]([CH:13]([CH3:15])[CH3:14])=[C:5]2[OH:16].Br[CH:18]=[C:19]([CH3:21])[CH3:20], predict the reaction product. The product is: [F:1][C:2]1[CH:3]=[C:4]2[C:9](=[CH:10][CH:11]=1)[NH:8][C:7](=[O:12])[C:6]([CH:13]([CH3:14])[CH3:15])=[C:5]2[O:16][CH2:20][C:19]([CH3:21])=[CH2:18]. (2) Given the reactants CO[C:3](=[O:43])[C:4]1[CH:9]=[CH:8][CH:7]=[C:6]([CH2:10][O:11][C:12]2[CH:17]=[CH:16][C:15]([C:18]3[CH:23]=[C:22]([F:24])[C:21]([F:25])=[CH:20][C:19]=3[O:26][CH3:27])=[CH:14][CH:13]=2)[C:5]=1[NH:28][N:29](C(OC(C)(C)C)=O)[CH2:30][C:31]([O:33]CC)=[O:32].Cl, predict the reaction product. The product is: [F:25][C:21]1[C:22]([F:24])=[CH:23][C:18]([C:15]2[CH:16]=[CH:17][C:12]([O:11][CH2:10][C:6]3[CH:7]=[CH:8][CH:9]=[C:4]4[C:5]=3[NH:28][N:29]([CH2:30][C:31]([OH:33])=[O:32])[C:3]4=[O:43])=[CH:13][CH:14]=2)=[C:19]([O:26][CH3:27])[CH:20]=1. (3) Given the reactants [Cl:1][C:2]1[N:7]=[CH:6][C:5]([S:8]([N:11]2[C:15]([C:16]3[CH:21]=[CH:20][CH:19]=[CH:18][CH:17]=3)=[CH:14][C:13]([CH:22]=O)=[CH:12]2)(=[O:10])=[O:9])=[CH:4][C:3]=1[CH3:24].[CH3:25][NH2:26].[BH4-].[Na+].[C:29](=[O:32])([O-])[OH:30].[Na+], predict the reaction product. The product is: [Cl:1][C:2]1[N:7]=[CH:6][C:5]([S:8]([N:11]2[C:15]([C:16]3[CH:21]=[CH:20][CH:19]=[CH:18][CH:17]=3)=[CH:14][C:13]([CH2:22][N:26]([CH3:25])[C:29](=[O:32])[O:30][C:3]([CH3:24])([CH3:4])[CH3:2])=[CH:12]2)(=[O:10])=[O:9])=[CH:4][C:3]=1[CH3:24]. (4) Given the reactants [Br:1][C:2]1[CH:3]=[C:4]2[C:9]([NH:10][C@H:11]3[C@@H:15]([CH2:16][F:17])[CH2:14][N:13](C(OCC4C=CC=CC=4)=O)[CH2:12]3)=[C:8]([C:28](=[O:30])[NH2:29])[CH:7]=[N:6][N:5]2[CH:31]=1.[Si](I)(C)(C)C, predict the reaction product. The product is: [Br:1][C:2]1[CH:3]=[C:4]2[C:9]([NH:10][C@H:11]3[C@@H:15]([CH2:16][F:17])[CH2:14][NH:13][CH2:12]3)=[C:8]([C:28]([NH2:29])=[O:30])[CH:7]=[N:6][N:5]2[CH:31]=1. (5) Given the reactants Cl[C:2]1[N:7]=[C:6]([NH:8][C:9]2[S:10][C:11]3[C:16]([N:17]=2)=[CH:15][CH:14]=[C:13]([O:18][CH3:19])[N:12]=3)[CH:5]=[C:4]([C:20]([F:29])([F:28])[C:21]2[CH:26]=[CH:25][C:24]([F:27])=[CH:23][CH:22]=2)[N:3]=1.[NH2:30][C@H:31]1[CH2:36][CH2:35][C@H:34]([OH:37])[CH2:33][CH2:32]1.C(N(C(C)C)C(C)C)C, predict the reaction product. The product is: [F:28][C:20]([F:29])([C:21]1[CH:26]=[CH:25][C:24]([F:27])=[CH:23][CH:22]=1)[C:4]1[CH:5]=[C:6]([NH:8][C:9]2[S:10][C:11]3[C:16]([N:17]=2)=[CH:15][CH:14]=[C:13]([O:18][CH3:19])[N:12]=3)[N:7]=[C:2]([NH:30][C@H:31]2[CH2:36][CH2:35][C@H:34]([OH:37])[CH2:33][CH2:32]2)[N:3]=1. (6) Given the reactants N1C=CC=CC=1.[C:7](Cl)(=[O:11])[CH:8]([CH3:10])[CH3:9].[NH2:13][C:14]1[C:22]2[C:17](=[N:18][CH:19]=[C:20]([Cl:38])[C:21]=2[N:23]2[CH2:28][CH2:27][CH2:26][C@@H:25]([N:29]([CH3:37])[C:30](=[O:36])[O:31][C:32]([CH3:35])([CH3:34])[CH3:33])[CH2:24]2)[NH:16][CH:15]=1.[Li+].[OH-], predict the reaction product. The product is: [Cl:38][C:20]1[C:21]([N:23]2[CH2:28][CH2:27][CH2:26][C@@H:25]([N:29]([CH3:37])[C:30](=[O:36])[O:31][C:32]([CH3:33])([CH3:34])[CH3:35])[CH2:24]2)=[C:22]2[C:14]([NH:13][C:7](=[O:11])[CH:8]([CH3:10])[CH3:9])=[CH:15][NH:16][C:17]2=[N:18][CH:19]=1. (7) The product is: [F:1][C@@H:2]1[C@@H:7]([C:8]2[CH:13]=[CH:12][C:11]([OH:14])=[C:10]([F:16])[CH:9]=2)[CH2:6][CH2:5][N:4]([CH:17]2[CH2:21][CH2:20][N:19]([CH2:22][C:23]3[CH:28]=[CH:27][C:26]([CH3:29])=[C:25]([F:30])[CH:24]=3)[C:18]2=[O:31])[CH2:3]1. Given the reactants [F:1][C@@H:2]1[C@@H:7]([C:8]2[CH:13]=[CH:12][C:11]([O:14]C)=[C:10]([F:16])[CH:9]=2)[CH2:6][CH2:5][N:4]([CH:17]2[CH2:21][CH2:20][N:19]([CH2:22][C:23]3[CH:28]=[CH:27][C:26]([CH3:29])=[C:25]([F:30])[CH:24]=3)[C:18]2=[O:31])[CH2:3]1.B(Br)(Br)Br, predict the reaction product. (8) Given the reactants [F:1][C:2]1[CH:3]=[C:4]([NH:8][C:9]2[CH:14]=[CH:13][CH:12]=[CH:11][C:10]=2[N+:15]([O-])=O)[CH:5]=[CH:6][CH:7]=1, predict the reaction product. The product is: [F:1][C:2]1[CH:3]=[C:4]([NH:8][C:9]2[C:10]([NH2:15])=[CH:11][CH:12]=[CH:13][CH:14]=2)[CH:5]=[CH:6][CH:7]=1. (9) The product is: [NH:22]1[C:26]2[CH:27]=[CH:28][CH:29]=[CH:30][C:25]=2[N:24]=[C:23]1[C:31]1[C:32]([NH2:38])=[N:33][CH:34]=[C:35]([S:8][C:4]2[CH:5]=[CH:6][CH:7]=[C:2]([F:1])[CH:3]=2)[N:36]=1. Given the reactants [F:1][C:2]1[CH:3]=[C:4]([SH:8])[CH:5]=[CH:6][CH:7]=1.CN(P(N(C)C)(N(C)C)=O)C.[H-].[Na+].[NH:22]1[C:26]2[CH:27]=[CH:28][CH:29]=[CH:30][C:25]=2[N:24]=[C:23]1[C:31]1[C:32]([NH2:38])=[N:33][CH:34]=[C:35](Br)[N:36]=1, predict the reaction product. (10) Given the reactants [C:1]([C:3]1[CH:11]=[CH:10][C:6]([C:7](O)=[O:8])=[C:5]([F:12])[CH:4]=1)#[N:2].S(Cl)([Cl:15])=O, predict the reaction product. The product is: [C:1]([C:3]1[CH:11]=[CH:10][C:6]([C:7]([Cl:15])=[O:8])=[C:5]([F:12])[CH:4]=1)#[N:2].